From a dataset of NCI-60 drug combinations with 297,098 pairs across 59 cell lines. Regression. Given two drug SMILES strings and cell line genomic features, predict the synergy score measuring deviation from expected non-interaction effect. Drug 1: CN1CCC(CC1)COC2=C(C=C3C(=C2)N=CN=C3NC4=C(C=C(C=C4)Br)F)OC. Drug 2: CC1C(C(CC(O1)OC2CC(OC(C2O)C)OC3=CC4=CC5=C(C(=O)C(C(C5)C(C(=O)C(C(C)O)O)OC)OC6CC(C(C(O6)C)O)OC7CC(C(C(O7)C)O)OC8CC(C(C(O8)C)O)(C)O)C(=C4C(=C3C)O)O)O)O. Cell line: K-562. Synergy scores: CSS=43.1, Synergy_ZIP=12.7, Synergy_Bliss=12.7, Synergy_Loewe=12.5, Synergy_HSA=13.1.